Regression. Given two drug SMILES strings and cell line genomic features, predict the synergy score measuring deviation from expected non-interaction effect. From a dataset of NCI-60 drug combinations with 297,098 pairs across 59 cell lines. (1) Drug 1: C1CCN(CC1)CCOC2=CC=C(C=C2)C(=O)C3=C(SC4=C3C=CC(=C4)O)C5=CC=C(C=C5)O. Drug 2: C1=NC2=C(N1)C(=S)N=C(N2)N. Cell line: MCF7. Synergy scores: CSS=23.8, Synergy_ZIP=-12.7, Synergy_Bliss=-8.64, Synergy_Loewe=-8.31, Synergy_HSA=-4.50. (2) Drug 1: CC1=C(C(=CC=C1)Cl)NC(=O)C2=CN=C(S2)NC3=CC(=NC(=N3)C)N4CCN(CC4)CCO. Drug 2: CCC1(CC2CC(C3=C(CCN(C2)C1)C4=CC=CC=C4N3)(C5=C(C=C6C(=C5)C78CCN9C7C(C=CC9)(C(C(C8N6C)(C(=O)OC)O)OC(=O)C)CC)OC)C(=O)OC)O.OS(=O)(=O)O. Cell line: A549. Synergy scores: CSS=15.2, Synergy_ZIP=-5.73, Synergy_Bliss=-3.90, Synergy_Loewe=-4.88, Synergy_HSA=-3.16.